From a dataset of Full USPTO retrosynthesis dataset with 1.9M reactions from patents (1976-2016). Predict the reactants needed to synthesize the given product. (1) The reactants are: CC(N=NC(C#N)(C)C)(C#N)C.C1C(=O)N(Br)C(=[O:16])C1.[F:21][C:22]1[CH:27]=[CH:26][C:25]([C:28]2[O:54][C:31]3=[N:32][CH:33]=[C:34]([C:36]4[CH:37]=[C:38]([CH:51]=[CH:52][CH:53]=4)[C:39]([NH:41][C:42]4([C:45]5[CH:50]=[CH:49][CH:48]=[CH:47][CH:46]=5)[CH2:44][CH2:43]4)=[O:40])[CH:35]=[C:30]3[C:29]=2[CH3:55])=[CH:24][CH:23]=1.C[N+]1([O-])CCOCC1. Given the product [F:21][C:22]1[CH:23]=[CH:24][C:25]([C:28]2[O:54][C:31]3=[N:32][CH:33]=[C:34]([C:36]4[CH:37]=[C:38]([CH:51]=[CH:52][CH:53]=4)[C:39]([NH:41][C:42]4([C:45]5[CH:50]=[CH:49][CH:48]=[CH:47][CH:46]=5)[CH2:43][CH2:44]4)=[O:40])[CH:35]=[C:30]3[C:29]=2[CH:55]=[O:16])=[CH:26][CH:27]=1, predict the reactants needed to synthesize it. (2) The reactants are: [F:1][C:2]1[CH:7]=[CH:6][C:5](I)=[CH:4][CH:3]=1.[PH2:9]([O-:11])=[O:10].[NH3+][C:13]1C=CC=C[CH:14]=1.NCCC[Si](OCC)(OCC)OCC.C1(P(C2C=CC=CC=2)CCCP(C2C=CC=CC=2)C2C=CC=CC=2)C=CC=CC=1. Given the product [F:1][C:2]1[CH:7]=[CH:6][C:5]([PH:9](=[O:11])[O:10][CH2:13][CH3:14])=[CH:4][CH:3]=1, predict the reactants needed to synthesize it.